Dataset: Reaction yield outcomes from USPTO patents with 853,638 reactions. Task: Predict the reaction yield, written as a fraction of the theoretical maximum amount of product (1.0 means a 100% yield; for example, 0.34 means a 34% yield). (1) The reactants are [Cl:1][C:2]1[CH:7]=[CH:6][C:5]([O:8][CH3:9])=[C:4](I)[CH:3]=1.[Br:11][C:12]1[C:13]([NH2:19])=[N:14][CH:15]=[C:16]([CH3:18])[CH:17]=1. The catalyst is CCOCC.C1C=CC(/C=C/C(/C=C/C2C=CC=CC=2)=O)=CC=1.C1C=CC(/C=C/C(/C=C/C2C=CC=CC=2)=O)=CC=1.C1C=CC(/C=C/C(/C=C/C2C=CC=CC=2)=O)=CC=1.[Pd].[Pd].CC1(C)C2C(=C(P(C3C=CC=CC=3)C3C=CC=CC=3)C=CC=2)OC2C(P(C3C=CC=CC=3)C3C=CC=CC=3)=CC=CC1=2. The product is [Br:11][C:12]1[C:13]([NH:19][C:4]2[CH:3]=[C:2]([Cl:1])[CH:7]=[CH:6][C:5]=2[O:8][CH3:9])=[N:14][CH:15]=[C:16]([CH3:18])[CH:17]=1. The yield is 0.840. (2) The catalyst is O.[OH-].[Na+]. The product is [F:28][C:8]([F:7])([F:27])[C:9]1[CH:10]=[CH:11][C:12]([C:15]2[CH:16]=[CH:17][C:18]3[NH:23][S:22](=[O:25])(=[O:24])[N:21]=[CH:20][C:19]=3[CH:26]=2)=[CH:13][CH:14]=1. The reactants are [Mn]([O-])(=O)(=O)=O.[K+].[F:7][C:8]([F:28])([F:27])[C:9]1[CH:14]=[CH:13][C:12]([C:15]2[CH:16]=[CH:17][C:18]3[NH:23][S:22](=[O:25])(=[O:24])[NH:21][CH2:20][C:19]=3[CH:26]=2)=[CH:11][CH:10]=1. The yield is 0.170.